Dataset: Forward reaction prediction with 1.9M reactions from USPTO patents (1976-2016). Task: Predict the product of the given reaction. (1) Given the reactants [C:1]([Si:5]([CH3:21])([CH3:20])[O:6][CH2:7][C:8]1[CH:13]=[CH:12][C:11]([C:14]#[C:15][Si](C)(C)C)=[CH:10][CH:9]=1)([CH3:4])([CH3:3])[CH3:2].C(=O)([O-])[O-].[K+].[K+].S([O-])([O-])(=O)=O.[Mg+2], predict the reaction product. The product is: [C:1]([Si:5]([O:6][CH2:7][C:8]1[CH:13]=[CH:12][C:11]([C:14]#[CH:15])=[CH:10][CH:9]=1)([CH3:21])[CH3:20])([CH3:4])([CH3:3])[CH3:2]. (2) Given the reactants [F:1][C:2]([F:14])([CH3:13])[CH2:3][CH2:4][CH2:5][CH2:6][N:7]1[N:11]=[C:10]([NH2:12])[CH:9]=[N:8]1.[C:15]1([C:21]2[O:25][CH:24]=[N:23][C:22]=2[C:26](O)=[O:27])[CH:20]=[CH:19][CH:18]=[CH:17][CH:16]=1, predict the reaction product. The product is: [F:14][C:2]([F:1])([CH3:13])[CH2:3][CH2:4][CH2:5][CH2:6][N:7]1[N:11]=[C:10]([NH:12][C:26]([C:22]2[N:23]=[CH:24][O:25][C:21]=2[C:15]2[CH:16]=[CH:17][CH:18]=[CH:19][CH:20]=2)=[O:27])[CH:9]=[N:8]1. (3) Given the reactants [Br:1][C:2]1[CH:7]=[CH:6][CH:5]=[CH:4][C:3]=1[NH:8][C:9](=[O:14])[C:10]([F:13])([F:12])[F:11].[Cl:15][S:16](O)(=[O:18])=[O:17], predict the reaction product. The product is: [Br:1][C:2]1[CH:7]=[C:6]([S:16]([Cl:15])(=[O:18])=[O:17])[CH:5]=[CH:4][C:3]=1[NH:8][C:9](=[O:14])[C:10]([F:13])([F:11])[F:12]. (4) Given the reactants [CH3:1][C:2]1[CH:7]=[CH:6][N:5]=[CH:4][C:3]=1[N:8]1[CH2:12][CH2:11][NH:10][C:9]1=[O:13].[Cl:14][C:15]1[CH:22]=[C:21](I)[CH:20]=[CH:19][C:16]=1[C:17]#[N:18].N[C@@H]1CCCC[C@H]1N.P([O-])([O-])([O-])=O.[K+].[K+].[K+], predict the reaction product. The product is: [Cl:14][C:15]1[CH:22]=[C:21]([N:10]2[CH2:11][CH2:12][N:8]([C:3]3[CH:4]=[N:5][CH:6]=[CH:7][C:2]=3[CH3:1])[C:9]2=[O:13])[CH:20]=[CH:19][C:16]=1[C:17]#[N:18]. (5) Given the reactants [Li+].[Cl-].[Cl:3][C:4]1[C:9]([CH2:10]Cl)=[CH:8][CH:7]=[CH:6][N:5]=1.[C:12](Cl)(=[O:17])[C:13]([CH3:16])([CH3:15])[CH3:14], predict the reaction product. The product is: [Cl:3][C:4]1[C:9]([CH2:10][C:12](=[O:17])[C:13]([CH3:16])([CH3:15])[CH3:14])=[CH:8][CH:7]=[CH:6][N:5]=1. (6) Given the reactants Cl.[F:2][C:3]1[CH:8]=[CH:7][C:6]([CH:9]2[CH2:14][CH2:13][CH2:12][NH:11][CH2:10]2)=[CH:5][C:4]=1[OH:15].C(N(CC)CC)C.[C:23](=O)([O:29]C(C)(C)C)[O:24][C:25]([CH3:28])([CH3:27])[CH3:26], predict the reaction product. The product is: [C:25]([O:24][C:23]([N:11]1[CH2:12][CH2:13][CH2:14][CH:9]([C:6]2[CH:7]=[CH:8][C:3]([F:2])=[C:4]([OH:15])[CH:5]=2)[CH2:10]1)=[O:29])([CH3:28])([CH3:27])[CH3:26]. (7) Given the reactants [H-].[Na+].[O:3]=[C:4]1[C:10]2[CH:11]=[C:12]([C:15]([O:17][CH3:18])=[O:16])[CH:13]=[CH:14][C:9]=2[O:8][CH2:7][CH2:6][NH:5]1.Br[CH2:20][C:21]1[CH:26]=[CH:25][C:24]([O:27][CH3:28])=[CH:23][CH:22]=1, predict the reaction product. The product is: [CH3:28][O:27][C:24]1[CH:25]=[CH:26][C:21]([CH2:20][N:5]2[C:4](=[O:3])[C:10]3[CH:11]=[C:12]([C:15]([O:17][CH3:18])=[O:16])[CH:13]=[CH:14][C:9]=3[O:8][CH2:7][CH2:6]2)=[CH:22][CH:23]=1. (8) The product is: [C:1]([O:12][CH:17]([CH2:18][O:19][CH2:20][CH3:21])[CH2:16][O:15][CH2:13][CH3:14])(=[O:11])/[CH:2]=[CH:3]/[CH2:4][CH2:5][CH2:6][CH2:7][CH2:8][CH2:9][CH3:10]. Given the reactants [C:1]([OH:12])(=[O:11])/[CH:2]=[CH:3]/[CH2:4][CH2:5][CH2:6][CH2:7][CH2:8][CH2:9][CH3:10].[CH2:13]([O:15][CH2:16][CH:17](O)[CH2:18][O:19][CH2:20][CH3:21])[CH3:14], predict the reaction product.